Dataset: Forward reaction prediction with 1.9M reactions from USPTO patents (1976-2016). Task: Predict the product of the given reaction. (1) The product is: [CH2:20]([NH:24][C:17]([C:15]1[CH:14]=[CH:13][C:5]2[S:6][C:7]3[CH:12]=[CH:11][CH:10]=[CH:9][C:8]=3[C:2]([Cl:1])=[N:3][C:4]=2[CH:16]=1)=[O:18])[CH:21]([CH3:23])[CH3:22]. Given the reactants [Cl:1][C:2]1[C:8]2[CH:9]=[CH:10][CH:11]=[CH:12][C:7]=2[S:6][C:5]2[CH:13]=[CH:14][C:15]([C:17](Cl)=[O:18])=[CH:16][C:4]=2[N:3]=1.[CH2:20]([NH2:24])[CH:21]([CH3:23])[CH3:22], predict the reaction product. (2) Given the reactants [Cl:1][C:2]1[C:3]([C:8]([F:11])([F:10])[F:9])=[N:4][NH:5][C:6]=1[CH3:7].CO.[C:14]([O:18]CC)(=[O:17])[C:15]#[CH:16], predict the reaction product. The product is: [Cl:1][C:2]1[C:3]([C:8]([F:9])([F:11])[F:10])=[N:4][N:5](/[CH:16]=[CH:15]/[C:14]([OH:18])=[O:17])[C:6]=1[CH3:7]. (3) Given the reactants [Cl:1][C:2]1[CH:3]=[C:4](OS(C(F)(F)F)(=O)=O)[CH:5]=[C:6]([Cl:31])[C:7]=1[CH2:8][C@@H:9]1[CH2:13][CH2:12][N:11]([CH:14]2[CH2:22][C:21]3[N:20](S(C(F)(F)F)(=O)=O)[N:19]=[CH:18][C:17]=3[CH2:16][CH2:15]2)[C:10]1=[O:30].ClC1C=C(OS(C(F)(F)F)(=O)=O)C=C(Cl)C=1C[C@@H]1CCN(C2CC3C(=CN(S(C(F)(F)F)(=O)=O)N=3)CC2)C1=O.[F:79][C:80]1[CH:85]=[CH:84][C:83](B(O)O)=[CH:82][CH:81]=1.C(=O)([O-])[O-].[Na+].[Na+].[Li+].[OH-], predict the reaction product. The product is: [Cl:1][C:2]1[CH:3]=[C:4]([C:83]2[CH:84]=[CH:85][C:80]([F:79])=[CH:81][CH:82]=2)[CH:5]=[C:6]([Cl:31])[C:7]=1[CH2:8][C@@H:9]1[CH2:13][CH2:12][N:11]([CH:14]2[CH2:22][C:21]3[NH:20][N:19]=[CH:18][C:17]=3[CH2:16][CH2:15]2)[C:10]1=[O:30]. (4) The product is: [Br:1][C:2]1[CH:3]=[CH:4][C:5]([O:18][CH3:19])=[C:6]2[C:7]=1[CH:8]=[CH:9][NH:15]2. Given the reactants [Br:1][C:2]1[C:7](/[CH:8]=[CH:9]/N2CCCC2)=[C:6]([N+:15]([O-])=O)[C:5]([O:18][CH3:19])=[CH:4][CH:3]=1.NN, predict the reaction product. (5) Given the reactants C(OC([NH:11][C@H:12]1[CH2:17][CH2:16][C@@H:15]([C:18](=[O:22])[N:19]([CH3:21])[CH3:20])[CH2:14][C@@H:13]1[NH:23][C:24]([O:26][C:27]([CH3:30])([CH3:29])[CH3:28])=[O:25])=O)C1C=CC=CC=1.[H][H], predict the reaction product. The product is: [C:27]([O:26][C:24]([NH:23][C@@H:13]1[CH2:14][C@@H:15]([C:18](=[O:22])[N:19]([CH3:20])[CH3:21])[CH2:16][CH2:17][C@@H:12]1[NH2:11])=[O:25])([CH3:30])([CH3:28])[CH3:29]. (6) Given the reactants [C:1]([O:4][CH2:5][C:6]1[CH:15]=[CH:14][C:13]2[C:8](=[CH:9][CH:10]=[CH:11][C:12]=2[N+:16]([O-])=O)[N:7]=1)(=[O:3])[CH3:2], predict the reaction product. The product is: [C:1]([O:4][CH2:5][C:6]1[CH:15]=[CH:14][C:13]2[C:8](=[CH:9][CH:10]=[CH:11][C:12]=2[NH2:16])[N:7]=1)(=[O:3])[CH3:2]. (7) Given the reactants [F:1][C:2]1[CH:7]=[CH:6][C:5]([S:8]([C:11]2[CH:16]=[C:15]([OH:17])[CH:14]=[CH:13][C:12]=2[OH:18])(=[O:10])=[O:9])=[CH:4][CH:3]=1.C[Si]([N-][Si](C)(C)C)(C)C.[K+].C1OCCOCCOCCOCCOCCOC1.Cl[C:48]1[C:53]([CH3:54])=[CH:52][C:51]([N+:55]([O-:57])=[O:56])=[CH:50][C:49]=1[CH3:58], predict the reaction product. The product is: [CH3:54][C:53]1[CH:52]=[C:51]([N+:55]([O-:57])=[O:56])[CH:50]=[C:49]([CH3:58])[C:48]=1[O:17][C:15]1[CH:14]=[CH:13][C:12]([OH:18])=[C:11]([S:8]([C:5]2[CH:6]=[CH:7][C:2]([F:1])=[CH:3][CH:4]=2)(=[O:10])=[O:9])[CH:16]=1.